From a dataset of Experimentally validated miRNA-target interactions with 360,000+ pairs, plus equal number of negative samples. Binary Classification. Given a miRNA mature sequence and a target amino acid sequence, predict their likelihood of interaction. (1) The miRNA is hsa-miR-548ax with sequence AGAAGUAAUUGCGGUUUUGCCA. The protein sequence of the target gene is MAAESGSDFQQRRRRRRDPEEPEKTELSERELAVAVAVSQENDEENEERWVGPLPVEATLAKKRKVLEFERVYLDNLPSASMYERSYMHRDVITHVVCTKTDFIITASHDGHVKFWKKIEEGIEFVKHFRSHLGVIESIAVSSEGALFCSVGDDKAMKVFDVVNFDMINMLKLGYFPGQCEWIYCPGDAISSVAASEKSTGKIFIYDGRGDNQPLHIFDKLHTSPLTQIRLNPVYKAVVSSDKSGMIEYWTGPPHEYKFPKNVNWEYKTDTDLYEFAKCKAYPTSVCFSPDGKKIATIGS.... Result: 1 (interaction). (2) The miRNA is hsa-miR-3941 with sequence UUACACACAACUGAGGAUCAUA. The protein sequence of the target gene is MKEERNYNFDGVSTNRLKQQLLEEVRKKDAVQLSIFELRHKITELEAKLNTDNEGSEWKTRYETQLELNDELEKQIVYLKEKVEKIHGNSSDRLSSIRVYERMPVESLNTLLKQLEEEKKTLESQVKYYALKLEQESKAYQKINNERRTYLAEMSQGSGLHQVSKRQQVDQLPRMQENLVKTGRYNPAKQKTVSAKRGPVKKITRPNHLPELHP. Result: 1 (interaction). (3) The miRNA is hsa-miR-873-5p with sequence GCAGGAACUUGUGAGUCUCCU. The protein sequence of the target gene is MGKKGKVGKSRRDKFYHLAKETGYRSRSAFKLIQLNRRFQFLQKARALLDLCAAPGGWLQVAAKFMPVSSLIVGVDLVPIKPLPNVVTLQQDITTERCRQALRKELKTWKVDVVLNDGAPNVGASWVHDAYSQAHLTLMALRLACDFLARGGSFITKVFRSRDYQPLLWIFQQLFRRVQATKPQASRHESAEIFVVCQGFLAPDKVDSKFFDPKFAFKEVEVQAKTVTELVTKKKPKAEGYAEGDLTLYHRTSVTDFLRAANPVDFLSKASEIMVDDEELAQHPATTEDIRVCCQDIRVL.... Result: 1 (interaction). (4) The miRNA is hsa-miR-1267 with sequence CCUGUUGAAGUGUAAUCCCCA. The protein sequence of the target gene is MTGRARARARGRARGQETAQLVGSTASQQPGYIQPRPQPPPAEGELFGRGRQRGTAGGTAKSQGLQISAGFQELSLAERGGRRRDFHDLGVNTRQNLDHVKESKTGSSGIIVRLSTNHFRLTSRPQWALYQYHIDYNPLMEARRLRSALLFQHEDLIGKCHAFDGTILFLPKRLQQKVTEVFSKTRNGEDVRITITLTNELPPTSPTCLQFYNIIFRRLLKIMNLQQIGRNYYNPNDPIDIPSHRLVIWPGFTTSILQYENSIMLCTDVSHKVLRSETVLDFMFNFYHQTEEHKFQEQVS.... Result: 1 (interaction). (5) Result: 1 (interaction). The protein sequence of the target gene is MGKGDPNKPRGKMSSYAFFVQTCREEHKKKHPDSSVNFAEFSKKCSERWKTMSAKEKSKFEDLAKSDKARYDREMKNYVPPKGDKKGKKKDPNAPKRPPSAFFLFCSENRPKIKIEHPGLSIGDTAKKLGEMWSEQSAKDKQPYEQKAAKLKEKYEKDIAAYRAKGKSEAGKKGPGRPTGSKKKNEPEDEEEEEEEEEEEDDEEEEEDEE. The miRNA is mmu-miR-1936 with sequence UAACUGACCUGCUGUGAACUGGC.